From a dataset of Catalyst prediction with 721,799 reactions and 888 catalyst types from USPTO. Predict which catalyst facilitates the given reaction. (1) Reactant: Cl[C:2]1[CH:7]=[CH:6][N:5]=[C:4]([NH:8][C:9]2[CH:14]=[CH:13][N:12]=[C:11]([CH3:15])[N:10]=2)[CH:3]=1.[CH3:16][C:17]1([CH3:33])[C:21]([CH3:23])([CH3:22])[O:20][B:19]([B:19]2[O:20][C:21]([CH3:23])([CH3:22])[C:17]([CH3:33])([CH3:16])[O:18]2)[O:18]1.CC([O-])=O.[K+]. Product: [CH3:15][C:11]1[N:10]=[C:9]([NH:8][C:4]2[CH:3]=[C:2]([B:19]3[O:20][C:21]([CH3:23])([CH3:22])[C:17]([CH3:33])([CH3:16])[O:18]3)[CH:7]=[CH:6][N:5]=2)[CH:14]=[CH:13][N:12]=1. The catalyst class is: 75. (2) The catalyst class is: 3. Reactant: [N+:1]([C:4]1[CH:5]=[C:6]2[C:10](=[CH:11][CH:12]=1)[NH:9][C:8]([C:13]([OH:15])=O)=[CH:7]2)([O-:3])=[O:2].[NH2:16][C@H:17]1[C:25]2[C:20](=[CH:21][CH:22]=[C:23]([C:26]#[N:27])[CH:24]=2)[CH2:19][C:18]1([CH3:29])[CH3:28].CN([P+](ON1N=NC2C=CC=CC1=2)(N(C)C)N(C)C)C.F[P-](F)(F)(F)(F)F.CN1CCOCC1.C([O-])(O)=O.[Na+]. Product: [C:26]([C:23]1[CH:24]=[C:25]2[C:20]([CH2:19][C:18]([CH3:29])([CH3:28])[C@H:17]2[NH:16][C:13]([C:8]2[NH:9][C:10]3[C:6]([CH:7]=2)=[CH:5][C:4]([N+:1]([O-:3])=[O:2])=[CH:12][CH:11]=3)=[O:15])=[CH:21][CH:22]=1)#[N:27]. (3) Reactant: [OH:1][CH:2]1[C:12]2[C:7](=[N:8][CH:9]=[C:10]([C:13]3[CH:18]=[CH:17][CH:16]=[CH:15][CH:14]=3)[CH:11]=2)[CH:6]=[CH:5][C:4]2[CH:19]=[CH:20][C:21]([NH:23][S:24]([CH3:27])(=[O:26])=[O:25])=[CH:22][C:3]1=2.[CH3:28][C:29](OC(C)=O)=[O:30]. Product: [C:29]([O:1][CH:2]1[C:12]2[C:7](=[N:8][CH:9]=[C:10]([C:13]3[CH:14]=[CH:15][CH:16]=[CH:17][CH:18]=3)[CH:11]=2)[CH:6]=[CH:5][C:4]2[CH:19]=[CH:20][C:21]([NH:23][S:24]([CH3:27])(=[O:26])=[O:25])=[CH:22][C:3]1=2)(=[O:30])[CH3:28]. The catalyst class is: 52. (4) Reactant: Br[C:2]1[C:3]([CH3:11])=[N:4][CH:5]=[C:6]([N+:8]([O-:10])=[O:9])[CH:7]=1.[N:12]1[CH:17]=[CH:16][CH:15]=[C:14]([C:18]2[CH:23]=[CH:22][N:21]=[C:20]([NH2:24])[N:19]=2)[CH:13]=1.C([O-])([O-])=O.[Cs+].[Cs+].CC1(C)C2C(=C(P(C3C=CC=CC=3)C3C=CC=CC=3)C=CC=2)OC2C(P(C3C=CC=CC=3)C3C=CC=CC=3)=CC=CC1=2. Product: [CH3:11][C:3]1[C:2]([NH:24][C:20]2[N:19]=[C:18]([C:14]3[CH:13]=[N:12][CH:17]=[CH:16][CH:15]=3)[CH:23]=[CH:22][N:21]=2)=[CH:7][C:6]([N+:8]([O-:10])=[O:9])=[CH:5][N:4]=1. The catalyst class is: 101. (5) Reactant: [N:1]1([CH:6]([C:20]2[CH:25]=[CH:24][CH:23]=[CH:22][CH:21]=2)[CH2:7][NH:8][C:9]2[C:18]3[C:13](=[CH:14][CH:15]=[CH:16][CH:17]=3)[N:12]=[C:11](Cl)[N:10]=2)[CH:5]=[CH:4][N:3]=[CH:2]1.[CH3:26][N:27]([CH3:37])[C:28]1[CH:33]=[CH:32][C:31](B(O)O)=[CH:30][CH:29]=1.C1(C(C2C=CC=CN=2)CNC2C3C(=CC=CC=3)N=C(C3C=CC(NS(C)(=O)=O)=CC=3)N=2)C=CC=CC=1. Product: [N:1]1([CH:6]([C:20]2[CH:25]=[CH:24][CH:23]=[CH:22][CH:21]=2)[CH2:7][NH:8][C:9]2[C:18]3[C:13](=[CH:14][CH:15]=[CH:16][CH:17]=3)[N:12]=[C:11]([C:31]3[CH:32]=[CH:33][C:28]([N:27]([CH3:37])[CH3:26])=[CH:29][CH:30]=3)[N:10]=2)[CH:5]=[CH:4][N:3]=[CH:2]1. The catalyst class is: 147. (6) Reactant: C1(C)C=CC=CC=1.[C:8]1([C@@:14]2([C:26]#N)[CH2:16][C@H:15]2[CH2:17][O:18][CH2:19][C:20]2[CH:25]=[CH:24][CH:23]=[CH:22][CH:21]=2)[CH:13]=[CH:12][CH:11]=[CH:10][CH:9]=1.[H-].C([Al+]CC(C)C)C(C)C.[OH2:38]. Product: [C:8]1([C@@:14]2([CH:26]=[O:38])[CH2:16][C@H:15]2[CH2:17][O:18][CH2:19][C:20]2[CH:25]=[CH:24][CH:23]=[CH:22][CH:21]=2)[CH:13]=[CH:12][CH:11]=[CH:10][CH:9]=1. The catalyst class is: 7. (7) Reactant: [Br:1][C:2]1[CH:3]=[C:4]([C:10]2[CH2:14][CH2:13][CH2:12][C:11]=2[C:15]2[CH:16]=[CH:17][C:18]([F:26])=[C:19]([CH:25]=2)[C:20]([O:22]CC)=[O:21])[C:5]([O:8]C)=[N:6][CH:7]=1.Br.C(=O)(O)[O-].[Na+]. Product: [Br:1][C:2]1[CH:3]=[C:4]([C:10]2[CH2:14][CH2:13][CH2:12][C:11]=2[C:15]2[CH:16]=[CH:17][C:18]([F:26])=[C:19]([CH:25]=2)[C:20]([OH:22])=[O:21])[C:5](=[O:8])[NH:6][CH:7]=1. The catalyst class is: 15.